This data is from Catalyst prediction with 721,799 reactions and 888 catalyst types from USPTO. The task is: Predict which catalyst facilitates the given reaction. (1) Reactant: [CH2:1](Br)[C:2]1[CH:7]=[CH:6][CH:5]=[CH:4][CH:3]=1.C(=O)([O-])[O-].[K+].[K+].[C:15]([O:19][C:20]([N:22]1[CH2:30][CH2:29][CH2:28][CH:24]([C:25]([OH:27])=[O:26])[CH2:23]1)=[O:21])([CH3:18])([CH3:17])[CH3:16].O. Product: [C:15]([O:19][C:20]([N:22]1[CH2:30][CH2:29][CH2:28][CH:24]([C:25]([O:27][CH2:1][C:2]2[CH:7]=[CH:6][CH:5]=[CH:4][CH:3]=2)=[O:26])[CH2:23]1)=[O:21])([CH3:18])([CH3:16])[CH3:17]. The catalyst class is: 9. (2) Reactant: [CH2:1]([C:3]1[CH:8]=[CH:7][CH:6]=[C:5]([CH2:9][CH3:10])[C:4]=1[NH:11][C:12]([C:14]1[C:15]2[CH2:23][CH2:22][CH2:21][CH2:20][C:19](=[O:24])[C:16]=2[NH:17][N:18]=1)=[O:13])[CH3:2].[CH3:25]N(C=O)C.CI. Product: [CH2:1]([C:3]1[CH:8]=[CH:7][CH:6]=[C:5]([CH2:9][CH3:10])[C:4]=1[NH:11][C:12]([C:14]1[C:15]2[CH2:23][CH2:22][CH2:21][CH2:20][C:19](=[O:24])[C:16]=2[N:17]([CH3:25])[N:18]=1)=[O:13])[CH3:2]. The catalyst class is: 25. (3) Reactant: [NH:1]1[C:5](=[O:6])[CH2:4][CH:3]2[CH2:7][CH:8]=[CH:9][CH:2]12.[C:10](O[C:10]([O:12][C:13]([CH3:16])([CH3:15])[CH3:14])=[O:11])([O:12][C:13]([CH3:16])([CH3:15])[CH3:14])=[O:11].CCN(CC)CC.O. Product: [O:6]=[C:5]1[N:1]([C:10]([O:12][C:13]([CH3:16])([CH3:15])[CH3:14])=[O:11])[CH:2]2[CH:9]=[CH:8][CH2:7][CH:3]2[CH2:4]1. The catalyst class is: 2.